From a dataset of Full USPTO retrosynthesis dataset with 1.9M reactions from patents (1976-2016). Predict the reactants needed to synthesize the given product. (1) Given the product [CH:1]1([NH:6][C:7]2[CH:8]=[CH:9][CH:10]=[C:11]3[C:15]=2[NH:14][C:13]([C:16]2[S:17][CH2:18][C@@H:19]([CH2:21][C:22]4[O:24][N:28]=[C:27]([N:29]5[CH2:34][CH2:33][CH2:32][CH2:31][CH2:30]5)[N:26]=4)[N:20]=2)=[CH:12]3)[CH2:5][CH2:4][CH2:3][CH2:2]1, predict the reactants needed to synthesize it. The reactants are: [CH:1]1([NH:6][C:7]2[CH:8]=[CH:9][CH:10]=[C:11]3[C:15]=2[NH:14][C:13]([C:16]2[S:17][CH2:18][CH:19]([CH2:21][C:22]([OH:24])=O)[N:20]=2)=[CH:12]3)[CH2:5][CH2:4][CH2:3][CH2:2]1.O[NH:26][C:27]([N:29]1[CH2:34][CH2:33][CH2:32][CH2:31][CH2:30]1)=[NH:28]. (2) Given the product [CH3:1][N:2]1[C:7](=[O:8])[C:6]2=[C:9]([C:23]3[CH:24]=[CH:25][N:26]=[CH:27][CH:28]=3)[N:10]([CH2:12][C:13]3[C:22]4[C:17](=[CH:18][CH:19]=[CH:20][CH:21]=4)[CH:16]=[CH:15][CH:14]=3)[N:11]=[C:5]2[N:4]([CH2:31][C:32]([CH3:34])([CH3:35])[CH3:33])[C:3]1=[O:29], predict the reactants needed to synthesize it. The reactants are: [CH3:1][N:2]1[C:7](=[O:8])[C:6]2=[C:9]([C:23]3[CH:28]=[CH:27][N:26]=[CH:25][CH:24]=3)[N:10]([CH2:12][C:13]3[C:22]4[C:17](=[CH:18][CH:19]=[CH:20][CH:21]=4)[CH:16]=[CH:15][CH:14]=3)[N:11]=[C:5]2[NH:4][C:3]1=[O:29].Br[CH2:31][CH:32]([CH3:34])[CH3:33].[CH2:35]1CCN2C(=NCCC2)CC1. (3) The reactants are: Br[C:2]1[CH:9]=[C:8]([O:10][C:11]2[CH:16]=[CH:15][CH:14]=[CH:13][CH:12]=2)[CH:7]=[CH:6][C:3]=1[CH:4]=[O:5].[B:17]1([B:17]2[O:21][C:20]([CH3:23])([CH3:22])[C:19]([CH3:25])([CH3:24])[O:18]2)[O:21][C:20]([CH3:23])([CH3:22])[C:19]([CH3:25])([CH3:24])[O:18]1.C([O-])(=O)C.[K+]. Given the product [O:10]([C:8]1[CH:7]=[CH:6][C:3]([CH:4]=[O:5])=[C:2]([B:17]2[O:21][C:20]([CH3:23])([CH3:22])[C:19]([CH3:25])([CH3:24])[O:18]2)[CH:9]=1)[C:11]1[CH:16]=[CH:15][CH:14]=[CH:13][CH:12]=1, predict the reactants needed to synthesize it.